Predict the reactants needed to synthesize the given product. From a dataset of Full USPTO retrosynthesis dataset with 1.9M reactions from patents (1976-2016). (1) Given the product [CH2:1]([O:8][C:9](=[O:24])[C:10]1[CH:15]=[CH:14][C:13]([CH:16]([P:18]([O:22][CH3:23])([O:20][CH3:21])=[O:19])[F:31])=[CH:12][CH:11]=1)[C:2]1[CH:7]=[CH:6][CH:5]=[CH:4][CH:3]=1, predict the reactants needed to synthesize it. The reactants are: [CH2:1]([O:8][C:9](=[O:24])[C:10]1[CH:15]=[CH:14][C:13]([CH:16]([P:18]([O:22][CH3:23])([O:20][CH3:21])=[O:19])O)=[CH:12][CH:11]=1)[C:2]1[CH:7]=[CH:6][CH:5]=[CH:4][CH:3]=1.CCN(S(F)(F)[F:31])CC. (2) Given the product [CH3:1][C@H:2]1[C@@H:3]([C:7]2[N:11]3[C:12]4[CH:18]=[CH:17][N:16]([S:19]([C:22]5[CH:23]=[CH:24][C:25]([CH3:26])=[CH:27][CH:28]=5)(=[O:21])=[O:20])[C:13]=4[N:14]=[CH:15][C:10]3=[N:9][CH:8]=2)[CH2:4][N:5]([C:29]([Cl:31])=[O:30])[CH2:6]1, predict the reactants needed to synthesize it. The reactants are: [CH3:1][C@@H:2]1[CH2:6][NH:5][CH2:4][C@@H:3]1[C:7]1[N:11]2[C:12]3[CH:18]=[CH:17][N:16]([S:19]([C:22]4[CH:28]=[CH:27][C:25]([CH3:26])=[CH:24][CH:23]=4)(=[O:21])=[O:20])[C:13]=3[N:14]=[CH:15][C:10]2=[N:9][CH:8]=1.[C:29](Cl)([Cl:31])=[O:30].C1(C)C=CC=CC=1. (3) Given the product [CH2:23]([O:22][CH:20]=[CH:21][C:4](=[O:5])[C:3]([F:8])([F:7])[C:2]([F:13])([F:1])[C:9]([F:12])([F:11])[F:10])[CH2:24][CH2:25][CH3:26], predict the reactants needed to synthesize it. The reactants are: [F:1][C:2]([F:13])([C:9]([F:12])([F:11])[F:10])[C:3]([F:8])([F:7])[C:4](Cl)=[O:5].N1C=CC=CC=1.[CH:20]([O:22][CH2:23][CH2:24][CH2:25][CH3:26])=[CH2:21].O. (4) Given the product [Br:5][C:6]1[CH:11]=[CH:10][C:9](/[C:12](=[CH:16]\[C:17]2[CH:18]=[N:19][CH:20]=[CH:21][CH:22]=2)/[C:13]([O:15][CH3:23])=[O:14])=[CH:8][CH:7]=1, predict the reactants needed to synthesize it. The reactants are: S(Cl)(Cl)=O.[Br:5][C:6]1[CH:11]=[CH:10][C:9](/[C:12](=[CH:16]\[C:17]2[CH:18]=[N:19][CH:20]=[CH:21][CH:22]=2)/[C:13]([OH:15])=[O:14])=[CH:8][CH:7]=1.[CH3:23]O. (5) Given the product [OH:1][CH:2]([CH3:10])[CH2:3][CH2:4][CH2:5][CH2:6][C:7]([OH:9])=[O:8], predict the reactants needed to synthesize it. The reactants are: [O:1]=[C:2]([CH3:10])[CH2:3][CH2:4][CH2:5][CH2:6][C:7]([OH:9])=[O:8].[BH4-].[Na+]. (6) Given the product [Br:14][C:11]1[C:12]([Cl:13])=[C:7]([C:18](=[O:25])[C:19]([O:21][CH:22]([CH3:24])[CH3:23])=[O:20])[C:8]([CH3:16])=[N:9][C:10]=1[CH3:15], predict the reactants needed to synthesize it. The reactants are: C([Mg]Cl)(C)C.Br[C:7]1[C:8]([CH3:16])=[N:9][C:10]([CH3:15])=[C:11]([Br:14])[C:12]=1[Cl:13].Cl[C:18](=[O:25])[C:19]([O:21][CH:22]([CH3:24])[CH3:23])=[O:20]. (7) Given the product [CH3:20][O:21][C:22]1[CH:29]=[CH:28][CH:27]=[CH:26][C:23]=1[CH2:24][N:1]([C@H:2]([C:6]1[CH:11]=[CH:10][C:9]([CH3:12])=[CH:8][CH:7]=1)[C:3](=[O:5])[NH:19][CH2:18][C@H:14]1[CH2:15][CH2:16][CH2:17][O:13]1)[C:37](=[O:38])[CH2:36][C:30]1[CH:35]=[CH:34][CH:33]=[CH:32][CH:31]=1, predict the reactants needed to synthesize it. The reactants are: [NH2:1][C@H:2]([C:6]1[CH:11]=[CH:10][C:9]([CH3:12])=[CH:8][CH:7]=1)[C:3]([OH:5])=O.[O:13]1[CH2:17][CH2:16][CH2:15][C@@H:14]1[CH2:18][NH2:19].[CH3:20][O:21][C:22]1[CH:29]=[CH:28][CH:27]=[CH:26][C:23]=1[CH:24]=O.[C:30]1([CH2:36][C:37](O)=[O:38])[CH:35]=[CH:34][CH:33]=[CH:32][CH:31]=1.